Dataset: Forward reaction prediction with 1.9M reactions from USPTO patents (1976-2016). Task: Predict the product of the given reaction. Given the reactants [CH3:1][C:2]([CH3:8])([CH3:7])[CH2:3][C:4](Cl)=[O:5].[Br:9][C:10]1[CH:15]=[CH:14][C:13]([NH2:16])=[C:12]([Cl:17])[CH:11]=1.O, predict the reaction product. The product is: [Br:9][C:10]1[CH:15]=[CH:14][C:13]([NH:16][C:4](=[O:5])[CH2:3][C:2]([CH3:8])([CH3:7])[CH3:1])=[C:12]([Cl:17])[CH:11]=1.